From a dataset of Reaction yield outcomes from USPTO patents with 853,638 reactions. Predict the reaction yield, written as a fraction of the theoretical maximum amount of product (1.0 means a 100% yield; for example, 0.34 means a 34% yield). (1) The reactants are [CH3:1][C:2]1[N:3]([S:16]([C:19]2[CH:24]=[CH:23][CH:22]=[CH:21][CH:20]=2)(=[O:18])=[O:17])[C:4]([C:10]2[CH:15]=[CH:14][CH:13]=[CH:12][CH:11]=2)=[C:5]([CH3:9])[C:6]=1[CH2:7][OH:8].C[N+]1([O-])CCOCC1. The catalyst is [Ru]([O-])(=O)(=O)=O.C([N+](CCC)(CCC)CCC)CC. The product is [CH3:1][C:2]1[N:3]([S:16]([C:19]2[CH:24]=[CH:23][CH:22]=[CH:21][CH:20]=2)(=[O:18])=[O:17])[C:4]([C:10]2[CH:15]=[CH:14][CH:13]=[CH:12][CH:11]=2)=[C:5]([CH3:9])[C:6]=1[CH:7]=[O:8]. The yield is 0.710. (2) The reactants are [CH3:1][S:2]([C:5]1[CH:25]=[CH:24][C:8]([O:9][C:10]2[CH:11]=[C:12]([CH:15]=[C:16]([O:18][CH:19]([CH3:23])[CH2:20][O:21][CH3:22])[CH:17]=2)[C:13]#N)=[CH:7][CH:6]=1)(=[O:4])=[O:3].[OH2:26].[OH-:27].[Na+].Cl. The catalyst is C(O)C.CC(OC)(C)C. The product is [CH3:1][S:2]([C:5]1[CH:25]=[CH:24][C:8]([O:9][C:10]2[CH:11]=[C:12]([CH:15]=[C:16]([O:18][CH:19]([CH3:23])[CH2:20][O:21][CH3:22])[CH:17]=2)[C:13]([OH:27])=[O:26])=[CH:7][CH:6]=1)(=[O:4])=[O:3]. The yield is 1.00. (3) The reactants are [Si:1]([O:8][C@@H:9]([C@H:14]1[CH2:18][O:17][C:16]([CH3:20])([CH3:19])[N:15]1[C:21]([O:23][C:24]([CH3:27])([CH3:26])[CH3:25])=[O:22])[C@@H:10]([CH3:13])[CH2:11]O)([C:4]([CH3:7])([CH3:6])[CH3:5])([CH3:3])[CH3:2].CC(OC(/N=N/C(OC(C)C)=O)=O)C.C1C=CC(P(C2C=CC=CC=2)C2C=CC=CC=2)=CC=1.C1C=CC(P([N:75]=[N+:76]=[N-:77])(C2C=CC=CC=2)=O)=CC=1. The catalyst is C1COCC1. The product is [N:75]([CH2:11][C@H:10]([CH3:13])[C@H:9]([C@H:14]1[CH2:18][O:17][C:16]([CH3:20])([CH3:19])[N:15]1[C:21]([O:23][C:24]([CH3:27])([CH3:26])[CH3:25])=[O:22])[O:8][Si:1]([C:4]([CH3:7])([CH3:6])[CH3:5])([CH3:3])[CH3:2])=[N+:76]=[N-:77]. The yield is 0.860. (4) The reactants are [F:1][C:2]1[CH:7]=[CH:6][C:5]([N:8]=[CH:9][C:10]2[CH:15]=[CH:14][C:13]([OH:16])=[CH:12][CH:11]=2)=[CH:4][CH:3]=1.[F:17][C:18]1[CH:23]=[CH:22][C:21]([C:24]2([CH2:29][CH2:30][CH2:31][C:32]([N:34]3[C@@H:38]([C:39]4[CH:44]=[CH:43][CH:42]=[CH:41][CH:40]=4)[CH2:37][O:36][C:35]3=[O:45])=[O:33])[O:28][CH2:27][CH2:26][O:25]2)=[CH:20][CH:19]=1.C(N(C(C)C)CC)(C)C.Cl[Si:56]([CH3:59])([CH3:58])[CH3:57].C/C(/O[Si](C)(C)C)=N\[Si](C)(C)C. The catalyst is ClCCl.[Ti](Cl)(Cl)(Cl)Cl. The product is [F:1][C:2]1[CH:7]=[CH:6][C:5]([NH:8][C@H:9]([C:10]2[CH:15]=[CH:14][C:13]([O:16][Si:56]([CH3:59])([CH3:58])[CH3:57])=[CH:12][CH:11]=2)[C@@H:31]([CH2:30][CH2:29][C:24]2([C:21]3[CH:22]=[CH:23][C:18]([F:17])=[CH:19][CH:20]=3)[O:25][CH2:26][CH2:27][O:28]2)[C:32]([N:34]2[C@@H:38]([C:39]3[CH:40]=[CH:41][CH:42]=[CH:43][CH:44]=3)[CH2:37][O:36][C:35]2=[O:45])=[O:33])=[CH:4][CH:3]=1. The yield is 0.410. (5) The reactants are [O:1]1[C:5]2([CH2:10][CH2:9][NH:8][CH2:7][CH2:6]2)[O:4][CH2:3][CH2:2]1.Cl.Br[C:13]1[CH:18]=[CH:17][N:16]=[CH:15][CH:14]=1.CCN(C(C)C)C(C)C. The catalyst is C(O)CCC. The product is [N:16]1[CH:17]=[CH:18][C:13]([N:8]2[CH2:9][CH2:10][C:5]3([O:4][CH2:3][CH2:2][O:1]3)[CH2:6][CH2:7]2)=[CH:14][CH:15]=1. The yield is 0.580. (6) The reactants are [CH3:1][O:2][C:3]1[CH:4]=[C:5]([CH:11]=[C:12]([O:15][CH3:16])[C:13]=1[OH:14])[CH:6]=[CH:7][C:8]([OH:10])=[O:9].N1C=CN=C1.[Si:22](Cl)([C:25]([CH3:28])([CH3:27])[CH3:26])([CH3:24])[CH3:23]. The catalyst is CN(C)C=O. The product is [CH3:16][O:15][C:12]1[CH:11]=[C:5]([CH:4]=[C:3]([O:2][CH3:1])[C:13]=1[O:14][Si:22]([C:25]([CH3:28])([CH3:27])[CH3:26])([CH3:24])[CH3:23])/[CH:6]=[CH:7]/[C:8]([OH:10])=[O:9]. The yield is 0.860. (7) The reactants are [Br:1][C:2]1[N:6]=[C:5](Br)[N:4]([CH3:8])[N:3]=1.C([Li])CCC.[CH:14](=[O:16])[CH3:15]. The catalyst is O1CCCC1. The yield is 0.727. The product is [Br:1][C:2]1[N:6]=[C:5]([CH:14]([OH:16])[CH3:15])[N:4]([CH3:8])[N:3]=1.